Dataset: Full USPTO retrosynthesis dataset with 1.9M reactions from patents (1976-2016). Task: Predict the reactants needed to synthesize the given product. (1) Given the product [F:7][C:8]1[C:9]2[CH:12]=[CH:13][S:3][C:2]=2[CH:1]=[CH:14][CH:15]=1, predict the reactants needed to synthesize it. The reactants are: [C:1](OC)(=O)[CH2:2][SH:3].[F:7][C:8]1[CH:15]=[CH:14][CH:13]=[C:12](F)[C:9]=1C=O.BrC1C2C=CSC=2C=CC=1. (2) Given the product [Br:1][C:2]1[CH:3]=[CH:4][C:5]([N:8]2[CH:12]=[C:11]([C:13]([OH:15])=[O:14])[N:10]=[C:9]2[C:18]2[CH:23]=[CH:22][C:21]([Cl:24])=[CH:20][C:19]=2[Cl:25])=[CH:6][CH:7]=1, predict the reactants needed to synthesize it. The reactants are: [Br:1][C:2]1[CH:7]=[CH:6][C:5]([N:8]2[CH:12]=[C:11]([C:13]([O:15]CC)=[O:14])[N:10]=[C:9]2[C:18]2[CH:23]=[CH:22][C:21]([Cl:24])=[CH:20][C:19]=2[Cl:25])=[CH:4][CH:3]=1.[Li+].[OH-].O.Cl. (3) The reactants are: [Cl:1][C:2]1[C:3]([C:8]([N:10]2[CH2:15][CH2:14][N:13]([CH2:16][C:17]([C:19]3[CH:24]=[CH:23][C:22]([F:25])=[CH:21][CH:20]=3)=[O:18])[CH2:12][C@@H:11]2[CH3:26])=[O:9])=[N:4][N:5]([CH3:7])[CH:6]=1.Cl. Given the product [ClH:1].[Cl:1][C:2]1[C:3]([C:8]([N:10]2[CH2:15][CH2:14][N:13]([CH2:16][C:17]([C:19]3[CH:20]=[CH:21][C:22]([F:25])=[CH:23][CH:24]=3)=[O:18])[CH2:12][C@@H:11]2[CH3:26])=[O:9])=[N:4][N:5]([CH3:7])[CH:6]=1, predict the reactants needed to synthesize it. (4) Given the product [Br:1][C:2]1[CH:7]=[CH:6][CH:5]=[C:4]2[C:3]=1[N:8]=[C:9]([OH:14])[CH:10]=[C:11]2[OH:13], predict the reactants needed to synthesize it. The reactants are: [Br:1][C:2]1[CH:7]=[CH:6][CH:5]=[CH:4][C:3]=1[NH:8][C:9](=[O:14])[CH2:10][C:11]([OH:13])=O.[OH-].[Na+]. (5) Given the product [C:17]([C:15]1[CH:14]=[C:13]([NH:19][S:20]([CH3:23])(=[O:22])=[O:21])[CH:12]=[C:11]([C:9]2[N:10]=[C:5]3[CH:4]=[CH:3][CH:2]=[N:7][N:6]3[CH:8]=2)[CH:16]=1)#[N:18], predict the reactants needed to synthesize it. The reactants are: Cl[C:2]1[CH:3]=[CH:4][C:5]2[N:6]([CH:8]=[C:9]([C:11]3[CH:12]=[C:13]([NH:19][S:20]([CH3:23])(=[O:22])=[O:21])[CH:14]=[C:15]([C:17]#[N:18])[CH:16]=3)[N:10]=2)[N:7]=1. (6) The reactants are: [CH:1]1([N:5]2[CH2:11][CH2:10][CH2:9][N:8]([C:12]([CH:14]3[CH2:17][N:16]([C:18]([O:20]C4C=CC([N+]([O-])=O)=CC=4)=O)[CH2:15]3)=[O:13])[CH2:7][CH2:6]2)[CH2:4][CH2:3][CH2:2]1.[CH2:30]1[C:39]2[C:34](=[CH:35][CH:36]=[CH:37][CH:38]=2)[CH2:33][CH2:32][NH:31]1.CCN(C(C)C)C(C)C.C(O)(C)C. Given the product [CH:1]1([N:5]2[CH2:11][CH2:10][CH2:9][N:8]([C:12]([CH:14]3[CH2:15][N:16]([C:18]([N:31]4[CH2:32][CH2:33][C:34]5[C:39](=[CH:38][CH:37]=[CH:36][CH:35]=5)[CH2:30]4)=[O:20])[CH2:17]3)=[O:13])[CH2:7][CH2:6]2)[CH2:2][CH2:3][CH2:4]1, predict the reactants needed to synthesize it. (7) Given the product [Br:1][C:2]1[CH:9]=[CH:8][CH:7]=[CH:6][C:3]=1[CH2:4][NH:5][CH3:10], predict the reactants needed to synthesize it. The reactants are: [Br:1][C:2]1[CH:9]=[CH:8][CH:7]=[CH:6][C:3]=1[CH2:4][NH2:5].[CH3:10]N. (8) Given the product [Br:1][C:2]1[CH:9]=[CH:8][CH:7]=[C:4]([CH2:5][O:6][CH2:12][O:13][CH3:14])[CH:3]=1, predict the reactants needed to synthesize it. The reactants are: [Br:1][C:2]1[CH:3]=[C:4]([CH:7]=[CH:8][CH:9]=1)[CH2:5][OH:6].[H-].[Na+].[CH3:12][O:13][CH2:14]Cl.